Dataset: Full USPTO retrosynthesis dataset with 1.9M reactions from patents (1976-2016). Task: Predict the reactants needed to synthesize the given product. (1) Given the product [Cl:1][C:2]1[CH:7]=[C:6]([NH:8][C:14]2[S:18][CH:17]=[N:16][C:15]=2[C:19]([NH:21][CH3:22])=[O:20])[C:5]([C:9]([F:10])([F:11])[F:12])=[CH:4][N:3]=1, predict the reactants needed to synthesize it. The reactants are: [Cl:1][C:2]1[CH:7]=[C:6]([NH2:8])[C:5]([C:9]([F:12])([F:11])[F:10])=[CH:4][N:3]=1.Br[C:14]1[S:18][CH:17]=[N:16][C:15]=1[C:19]([NH:21][CH3:22])=[O:20].CC1(C)C2C(=C(P(C3C=CC=CC=3)C3C=CC=CC=3)C=CC=2)OC2C(P(C3C=CC=CC=3)C3C=CC=CC=3)=CC=CC1=2.C(=O)([O-])[O-].[Cs+].[Cs+]. (2) The reactants are: [F:1][C:2]([CH3:32])([CH3:31])[CH:3]=[CH:4][C:5]([N:7]1[CH2:12][CH2:11][N:10]([C:13]2[C:22]3[C:17](=[CH:18][C:19]([CH3:23])=[CH:20][CH:21]=3)[N:16]=[C:15]([C:24]3[CH:29]=[CH:28][CH:27]=[CH:26][C:25]=3[OH:30])[N:14]=2)[CH2:9][CH2:8]1)=[O:6].[H][H]. Given the product [F:1][C:2]([CH3:32])([CH3:31])[CH2:3][CH2:4][C:5]([N:7]1[CH2:8][CH2:9][N:10]([C:13]2[C:22]3[C:17](=[CH:18][C:19]([CH3:23])=[CH:20][CH:21]=3)[N:16]=[C:15]([C:24]3[CH:29]=[CH:28][CH:27]=[CH:26][C:25]=3[OH:30])[N:14]=2)[CH2:11][CH2:12]1)=[O:6], predict the reactants needed to synthesize it. (3) Given the product [C:17]([O:16][C:14]([N:5]1[CH2:6][CH:7]([C:9]([OH:11])=[O:10])[CH2:8][C:4]21[CH2:3][O:2][CH2:1]2)=[O:15])([CH3:20])([CH3:18])[CH3:19], predict the reactants needed to synthesize it. The reactants are: [CH2:1]1[C:4]2([CH2:8][CH:7]([C:9]([O:11]CC)=[O:10])[CH2:6][N:5]2[C:14]([O:16][C:17]([CH3:20])([CH3:19])[CH3:18])=[O:15])[CH2:3][O:2]1.O.[OH-].[Li+]. (4) Given the product [CH3:10][S:9][C:6]1[N:7]=[CH:8][C:3]([C:1]2[S:14][C:13]3[CH:15]=[CH:16][CH:17]=[CH:18][C:12]=3[C:11](=[O:19])[N:2]=2)=[CH:4][CH:5]=1, predict the reactants needed to synthesize it. The reactants are: [C:1]([C:3]1[CH:4]=[CH:5][C:6]([S:9][CH3:10])=[N:7][CH:8]=1)#[N:2].[C:11](OC)(=[O:19])[C:12]1[C:13](=[CH:15][CH:16]=[CH:17][CH:18]=1)[SH:14].C(N(CC)CC)C. (5) Given the product [O:38]=[C:36]([N:42]1[CH2:47][CH2:46][S:45][CH2:44][CH2:43]1)[CH2:35][CH2:34][CH2:33][S:32][C:18]1[N:19]([C:20]2[CH:25]=[CH:24][C:23]([O:26][CH2:27][C:28]([F:31])([F:30])[F:29])=[CH:22][CH:21]=2)[C:14](=[O:13])[C:15]2[NH:41][CH:40]=[CH:39][C:16]=2[N:17]=1, predict the reactants needed to synthesize it. The reactants are: Cl.C(N=C=NCCCN(C)C)C.[O:13]=[C:14]1[N:19]([C:20]2[CH:25]=[CH:24][C:23]([O:26][CH2:27][C:28]([F:31])([F:30])[F:29])=[CH:22][CH:21]=2)[C:18]([S:32][CH2:33][CH2:34][CH2:35][C:36]([OH:38])=O)=[N:17][C:16]2[CH:39]=[CH:40][NH:41][C:15]1=2.[NH:42]1[CH2:47][CH2:46][S:45][CH2:44][CH2:43]1.ON1C2C=CC=CC=2N=N1. (6) Given the product [CH2:7]([CH:9]([CH2:19][CH2:20][CH2:21][CH3:22])[CH2:10][O:11][C:12]1[CH:13]=[CH:14][C:15]([C:6]#[C:5][Si:2]([CH3:4])([CH3:3])[CH3:1])=[CH:16][CH:17]=1)[CH3:8], predict the reactants needed to synthesize it. The reactants are: [CH3:1][Si:2]([C:5]#[CH:6])([CH3:4])[CH3:3].[CH2:7]([CH:9]([CH2:19][CH2:20][CH2:21][CH3:22])[CH2:10][O:11][C:12]1[CH:17]=[CH:16][C:15](I)=[CH:14][CH:13]=1)[CH3:8]. (7) Given the product [NH2:24][C:11]1[CH:10]=[C:9]2[C:14]3=[C:15]([CH:18]=[C:19]([C:21]([OH:23])=[O:22])[CH:20]=[C:13]3[CH:12]=1)[C:16](=[O:17])[N:7]([CH2:6][CH2:5][CH2:4][C:1]([OH:3])=[O:2])[C:8]2=[O:27], predict the reactants needed to synthesize it. The reactants are: [C:1]([CH2:4][CH2:5][CH2:6][N:7]1[C:16](=[O:17])[C:15]2[CH:18]=[C:19]([C:21]([OH:23])=[O:22])[CH:20]=[C:13]3[C:14]=2[C:9](=[CH:10][C:11]([N+:24]([O-])=O)=[CH:12]3)[C:8]1=[O:27])([OH:3])=[O:2].[H][H]. (8) Given the product [NH2:34][C:28]1[C:27]([CH3:26])=[CH:32][CH:31]=[CH:30][C:29]=1[NH:33][C:13]([C@:9]1([CH3:16])[CH2:10][CH2:11][CH2:12][N:8]1[C:6]([O:5][C:1]([CH3:2])([CH3:3])[CH3:4])=[O:7])=[O:15], predict the reactants needed to synthesize it. The reactants are: [C:1]([O:5][C:6]([N:8]1[CH2:12][CH2:11][CH2:10][C@@:9]1([CH3:16])[C:13]([OH:15])=O)=[O:7])([CH3:4])([CH3:3])[CH3:2].CCN(C(C)C)C(C)C.[CH3:26][C:27]1[CH:32]=[CH:31][CH:30]=[C:29]([NH2:33])[C:28]=1[NH2:34].CN(C(ON1N=NC2C=CC=NC1=2)=[N+](C)C)C.F[P-](F)(F)(F)(F)F. (9) Given the product [CH3:1][O:2][C:3]1[CH:8]=[C:7]([O:9][CH3:10])[CH:6]=[CH:5][C:4]=1[CH2:11][C:12]([NH:17][CH3:16])=[O:14], predict the reactants needed to synthesize it. The reactants are: [CH3:1][O:2][C:3]1[CH:8]=[C:7]([O:9][CH3:10])[CH:6]=[CH:5][C:4]=1[CH2:11][C:12]([OH:14])=O.C1N=C[N:17](C(N2C=NC=C2)=O)[CH:16]=1.CN.C(OCC)(=O)C.